Task: Predict which catalyst facilitates the given reaction.. Dataset: Catalyst prediction with 721,799 reactions and 888 catalyst types from USPTO Reactant: [Cl:1][C:2]1[CH:3]=[C:4]([S:11]([NH2:14])(=[O:13])=[O:12])[CH:5]=[CH:6][C:7]=1[N:8]=[C:9]=[O:10].[CH3:15][O:16][CH:17]1[CH2:22][CH2:21][NH:20][CH2:19][CH2:18]1.CO. Product: [Cl:1][C:2]1[CH:3]=[C:4]([S:11](=[O:12])(=[O:13])[NH2:14])[CH:5]=[CH:6][C:7]=1[NH:8][C:9]([N:20]1[CH2:21][CH2:22][CH:17]([O:16][CH3:15])[CH2:18][CH2:19]1)=[O:10]. The catalyst class is: 7.